From a dataset of Full USPTO retrosynthesis dataset with 1.9M reactions from patents (1976-2016). Predict the reactants needed to synthesize the given product. The reactants are: Br[C:2]1[CH:10]=[C:9]2[C:5]([C:6]([O:11][CH3:12])=[N:7][NH:8]2)=[CH:4][CH:3]=1.[CH2:13]([O:15][C:16](=[O:26])[CH:17]=[CH:18][C:19]1[CH:24]=[CH:23][CH:22]=[C:21]([CH3:25])[N:20]=1)[CH3:14]. Given the product [CH2:13]([O:15][C:16](=[O:26])[CH:17]=[C:18]([C:2]1[CH:10]=[C:9]2[C:5]([C:6]([O:11][CH3:12])=[N:7][NH:8]2)=[CH:4][CH:3]=1)[C:19]1[CH:24]=[CH:23][CH:22]=[C:21]([CH3:25])[N:20]=1)[CH3:14], predict the reactants needed to synthesize it.